From a dataset of Catalyst prediction with 721,799 reactions and 888 catalyst types from USPTO. Predict which catalyst facilitates the given reaction. (1) Reactant: [C:1]([O:5][C:6]([N:8]1[CH2:11][CH:10]([O:12][C:13]2[CH:18]=[C:17]([Cl:19])[CH:16]=[CH:15][C:14]=2[OH:20])[CH2:9]1)=[O:7])([CH3:4])([CH3:3])[CH3:2].Cl[C:22]1[S:23][C:24]2[CH:30]=[CH:29][CH:28]=[CH:27][C:25]=2[N:26]=1.C([O-])([O-])=O.[K+].[K+]. Product: [C:1]([O:5][C:6]([N:8]1[CH2:9][CH:10]([O:12][C:13]2[CH:18]=[C:17]([Cl:19])[CH:16]=[CH:15][C:14]=2[O:20][C:22]2[S:23][C:24]3[CH:30]=[CH:29][CH:28]=[CH:27][C:25]=3[N:26]=2)[CH2:11]1)=[O:7])([CH3:4])([CH3:2])[CH3:3]. The catalyst class is: 23. (2) Reactant: [O:1]1[CH2:3][CH:2]1[CH2:4][N:5]1[CH2:10][CH2:9][N:8]([C:11]([O:13][C:14]([CH3:17])([CH3:16])[CH3:15])=[O:12])[CH2:7][C:6]1=[O:18].[CH2:19]1[C:28]2[C:23](=[CH:24][CH:25]=[CH:26][CH:27]=2)[CH2:22][CH2:21][NH:20]1. Product: [CH2:19]1[C:28]2[C:23](=[CH:24][CH:25]=[CH:26][CH:27]=2)[CH2:22][CH2:21][N:20]1[CH2:3][CH:2]([OH:1])[CH2:4][N:5]1[CH2:10][CH2:9][N:8]([C:11]([O:13][C:14]([CH3:17])([CH3:16])[CH3:15])=[O:12])[CH2:7][C:6]1=[O:18]. The catalyst class is: 14. (3) Reactant: [OH:1][C:2]1[CH:11]=[C:10]([N+:12]([O-:14])=[O:13])[CH:9]=[CH:8][C:3]=1[C:4]([O:6][CH3:7])=[O:5].Cl[C:16]([F:21])([F:20])C([O-])=O.[Na+].C([O-])([O-])=O.[Na+].[Na+]. Product: [F:20][CH:16]([F:21])[O:1][C:2]1[CH:11]=[C:10]([N+:12]([O-:14])=[O:13])[CH:9]=[CH:8][C:3]=1[C:4]([O:6][CH3:7])=[O:5]. The catalyst class is: 3.